Task: Predict the reactants needed to synthesize the given product.. Dataset: Full USPTO retrosynthesis dataset with 1.9M reactions from patents (1976-2016) (1) The reactants are: [Cl:1][C:2]1[C:7]([Cl:8])=[CH:6][CH:5]=[CH:4][C:3]=1[N:9]1[CH2:14][CH2:13][N:12]([CH2:15][CH2:16][CH2:17][CH2:18][O:19][C:20]2[CH:29]=[C:28]3[C:23]([CH2:24][CH2:25][C:26](=[O:32])[N:27]3[CH2:30][OH:31])=[CH:22][CH:21]=2)[CH2:11][CH2:10]1.C(N(CC)CC)C.[CH2:40]([N:47]=[C:48]=[O:49])[C:41]1[CH:46]=[CH:45][CH:44]=[CH:43][CH:42]=1. Given the product [CH2:40]([NH:47][C:48](=[O:49])[O:31][CH2:30][N:27]1[C:28]2[C:23](=[CH:22][CH:21]=[C:20]([O:19][CH2:18][CH2:17][CH2:16][CH2:15][N:12]3[CH2:13][CH2:14][N:9]([C:3]4[CH:4]=[CH:5][CH:6]=[C:7]([Cl:8])[C:2]=4[Cl:1])[CH2:10][CH2:11]3)[CH:29]=2)[CH2:24][CH2:25][C:26]1=[O:32])[C:41]1[CH:46]=[CH:45][CH:44]=[CH:43][CH:42]=1, predict the reactants needed to synthesize it. (2) Given the product [OH:63][C:44]12[C:55]3[C:60](=[CH:59][CH:58]=[CH:57][CH:56]=3)[C:61](=[O:62])[C:43]1([NH:42][C:3](=[O:5])[C:2](=[O:1])[C:6]1[S:7][CH:8]=[CH:9][CH:10]=1)[C:47]1[CH:48]=[CH:49][C:50]([CH:52]([CH3:54])[CH3:53])=[CH:51][C:46]=1[O:45]2, predict the reactants needed to synthesize it. The reactants are: [O:1]=[C:2]([C:6]1[S:7][CH:8]=[CH:9][CH:10]=1)[C:3]([OH:5])=O.C(N(CC)CC)C.CN(C(ON1N=NC2C=CC=NC1=2)=[N+](C)C)C.F[P-](F)(F)(F)(F)F.[NH2:42][C:43]12[C:61](=[O:62])[C:60]3[C:55](=[CH:56][CH:57]=[CH:58][CH:59]=3)[C:44]1([OH:63])[O:45][C:46]1[CH:51]=[C:50]([CH:52]([CH3:54])[CH3:53])[CH:49]=[CH:48][C:47]=12. (3) Given the product [CH3:15][O:16][C:17](=[O:18])[C:19]1[CH:20]=[CH:21][CH:22]=[C:23]([C:2]2[O:3][C:4]([N:9]3[CH2:14][CH2:13][O:12][CH2:11][CH2:10]3)=[CH:5][C:6](=[O:8])[CH:7]=2)[CH:24]=1, predict the reactants needed to synthesize it. The reactants are: Cl[C:2]1[O:3][C:4]([N:9]2[CH2:14][CH2:13][O:12][CH2:11][CH2:10]2)=[CH:5][C:6](=[O:8])[CH:7]=1.[CH3:15][O:16][C:17]([C:19]1[CH:20]=[C:21](B(O)O)[CH:22]=[CH:23][CH:24]=1)=[O:18].C(=O)([O-])[O-].[K+].[K+].N#N.